This data is from Forward reaction prediction with 1.9M reactions from USPTO patents (1976-2016). The task is: Predict the product of the given reaction. Given the reactants Cl[C:2]1[C:11]([CH3:12])=[C:10]([Cl:13])[C:9]2[C:4](=[CH:5][C:6]([F:14])=[CH:7][CH:8]=2)[N:3]=1.[C:15]([C:17]1[CH:18]=[C:19](B(O)O)[CH:20]=[CH:21][CH:22]=1)#[N:16].O, predict the reaction product. The product is: [Cl:13][C:10]1[C:9]2[C:4](=[CH:5][C:6]([F:14])=[CH:7][CH:8]=2)[N:3]=[C:2]([C:21]2[CH:22]=[C:17]([CH:18]=[CH:19][CH:20]=2)[C:15]#[N:16])[C:11]=1[CH3:12].